Dataset: Catalyst prediction with 721,799 reactions and 888 catalyst types from USPTO. Task: Predict which catalyst facilitates the given reaction. (1) Reactant: [CH2:1]([C:8]1[O:9][C:10]([CH3:29])=[C:11]([CH3:28])[C:12]=1[C:13]([C:15]1[CH:20]=[CH:19][C:18]([O:21]C)=[C:17]([CH:23]2[CH2:27][CH2:26][CH2:25][CH2:24]2)[CH:16]=1)=[O:14])[C:2]1[CH:7]=[CH:6][CH:5]=[CH:4][CH:3]=1.B(Br)(Br)Br.C(Cl)Cl. Product: [CH2:1]([C:8]1[O:9][C:10]([CH3:29])=[C:11]([CH3:28])[C:12]=1[C:13]([C:15]1[CH:20]=[CH:19][C:18]([OH:21])=[C:17]([CH:23]2[CH2:27][CH2:26][CH2:25][CH2:24]2)[CH:16]=1)=[O:14])[C:2]1[CH:3]=[CH:4][CH:5]=[CH:6][CH:7]=1. The catalyst class is: 2. (2) Reactant: C(=[N:14][CH:15]([C:17]1[C:18]([Cl:33])=[C:19]2[C:23](=[CH:24][CH:25]=1)[N:22]([C:26]([O:28][C:29]([CH3:32])([CH3:31])[CH3:30])=[O:27])[CH:21]=[CH:20]2)[CH3:16])(C1C=CC=CC=1)C1C=CC=CC=1.Cl.NO. Product: [NH2:14][CH:15]([C:17]1[C:18]([Cl:33])=[C:19]2[C:23](=[CH:24][CH:25]=1)[N:22]([C:26]([O:28][C:29]([CH3:32])([CH3:31])[CH3:30])=[O:27])[CH:21]=[CH:20]2)[CH3:16]. The catalyst class is: 5. (3) Product: [Cl:2][C:3]1[CH:4]=[C:5]2[C:10](=[CH:11][CH:12]=1)[N:9]=[C:8]([N:13]1[CH2:14][CH2:15][N:16]([C:26]([C:25]3[CH:29]=[C:30]([S:33]([CH3:36])(=[O:35])=[O:34])[CH:31]=[CH:32][C:24]=3[O:23][CH2:22][CH:19]3[CH2:21][CH2:20]3)=[O:27])[CH2:17][CH2:18]1)[CH:7]=[CH:6]2. The catalyst class is: 10. Reactant: Cl.[Cl:2][C:3]1[CH:4]=[C:5]2[C:10](=[CH:11][CH:12]=1)[N:9]=[C:8]([N:13]1[CH2:18][CH2:17][NH:16][CH2:15][CH2:14]1)[CH:7]=[CH:6]2.[CH:19]1([CH2:22][O:23][C:24]2[CH:32]=[CH:31][C:30]([S:33]([CH3:36])(=[O:35])=[O:34])=[CH:29][C:25]=2[C:26](O)=[O:27])[CH2:21][CH2:20]1.C(OCC)(=O)C. (4) Reactant: [OH:1][C:2]1[CH:10]=[CH:9][C:5]2[O:6][CH2:7][O:8][C:4]=2[CH:3]=1.C(=O)([O-])[O-].[K+].[K+].Br[CH2:18][C:19]#[C:20][CH3:21]. Product: [CH2:18]([O:1][C:2]1[CH:10]=[CH:9][C:5]2[O:6][CH2:7][O:8][C:4]=2[CH:3]=1)[C:19]#[C:20][CH3:21]. The catalyst class is: 21. (5) Reactant: [NH:1]1[C:9]2[C:4](=[CH:5][CH:6]=[C:7]([C:10]([N:12]3[CH2:17][CH2:16][O:15][CH2:14][CH2:13]3)=[O:11])[CH:8]=2)[CH:3]=[CH:2]1.P(Cl)(Cl)(Cl)=O.[C:23](=O)([O-])[OH:24].[Na+]. Product: [N:12]1([C:10]([C:7]2[CH:8]=[C:9]3[C:4]([C:3]([CH:23]=[O:24])=[CH:2][NH:1]3)=[CH:5][CH:6]=2)=[O:11])[CH2:17][CH2:16][O:15][CH2:14][CH2:13]1. The catalyst class is: 3.